This data is from Full USPTO retrosynthesis dataset with 1.9M reactions from patents (1976-2016). The task is: Predict the reactants needed to synthesize the given product. Given the product [C:7]([NH:6][CH2:5][CH:4]([C:10]1[C:19]2[C:14](=[CH:15][CH:16]=[C:17]([O:20][CH3:21])[CH:18]=2)[CH:13]=[CH:12][CH:11]=1)[CH2:3][NH:2][C:22](=[O:24])[CH3:23])(=[O:9])[CH3:8], predict the reactants needed to synthesize it. The reactants are: Cl.[NH2:2][CH2:3][CH:4]([C:10]1[C:19]2[C:14](=[CH:15][CH:16]=[C:17]([O:20][CH3:21])[CH:18]=2)[CH:13]=[CH:12][CH:11]=1)[CH2:5][NH:6][C:7](=[O:9])[CH3:8].[C:22](Cl)(=[O:24])[CH3:23].